This data is from Full USPTO retrosynthesis dataset with 1.9M reactions from patents (1976-2016). The task is: Predict the reactants needed to synthesize the given product. (1) Given the product [C:16]([O:20][C:21]([N:23]1[CH2:28][CH2:27][N:26]([C:29]([O:31][C:32]([CH3:35])([CH3:34])[CH3:33])=[O:30])[CH2:25][CH:24]1[CH2:36][OH:37])=[O:22])([CH3:19])([CH3:18])[CH3:17], predict the reactants needed to synthesize it. The reactants are: C(N(CC)CC)C.ClC(OCC(C)C)=O.[C:16]([O:20][C:21]([N:23]1[CH2:28][CH2:27][N:26]([C:29]([O:31][C:32]([CH3:35])([CH3:34])[CH3:33])=[O:30])[CH2:25][CH:24]1[C:36](O)=[O:37])=[O:22])([CH3:19])([CH3:18])[CH3:17]. (2) Given the product [CH3:14][O:15][C:16]([C@@H:17]1[CH2:21][CH2:20][CH2:19][N:18]1[C:6]1[C:7]2[C:12](=[CH:11][CH:10]=[CH:9][CH:8]=2)[C:3]([C:1]#[N:2])=[CH:4][CH:5]=1)=[O:22], predict the reactants needed to synthesize it. The reactants are: [C:1]([C:3]1[C:12]2[C:7](=[CH:8][CH:9]=[CH:10][CH:11]=2)[C:6](F)=[CH:5][CH:4]=1)#[N:2].[CH3:14][O:15][C:16](=[O:22])[C@@H:17]1[CH2:21][CH2:20][CH2:19][NH:18]1. (3) Given the product [C:20]([C:2]1[CH:7]=[CH:6][N:5]=[C:4]2[N:8]([CH2:11][CH2:12][CH2:13][C:14]([O:16][CH2:17][CH3:18])=[O:15])[CH:9]=[CH:10][C:3]=12)#[N:21], predict the reactants needed to synthesize it. The reactants are: Br[C:2]1[CH:7]=[CH:6][N:5]=[C:4]2[N:8]([CH2:11][CH2:12][CH2:13][C:14]([O:16][CH2:17][CH3:18])=[O:15])[CH:9]=[CH:10][C:3]=12.[Cu][C:20]#[N:21]. (4) Given the product [C:1]([O:5][C:6]([CH:8]1[CH2:13][CH2:12][N:11]([C:14]2[C:24]([C:25]#[N:26])=[CH:23][C:17]([C:18]([OH:20])=[O:19])=[C:16]([CH3:27])[N:15]=2)[CH2:10][CH2:9]1)=[O:7])([CH3:4])([CH3:3])[CH3:2], predict the reactants needed to synthesize it. The reactants are: [C:1]([O:5][C:6]([CH:8]1[CH2:13][CH2:12][N:11]([C:14]2[C:24]([C:25]#[N:26])=[CH:23][C:17]([C:18]([O:20]CC)=[O:19])=[C:16]([CH3:27])[N:15]=2)[CH2:10][CH2:9]1)=[O:7])([CH3:4])([CH3:3])[CH3:2].[Li+].[OH-].Cl. (5) Given the product [C:1]([O:5][CH2:6][CH2:7][O:8][C:25](=[O:35])[C:26]1[CH:34]=[CH:33][C:29]([C:30]([O:5][CH2:6][CH2:7][O:8][C:14](=[O:24])[CH:15]=[CH2:20])=[O:31])=[CH:28][CH:27]=1)(=[O:4])[CH:2]=[CH2:3], predict the reactants needed to synthesize it. The reactants are: [C:1]([O:5][CH2:6][CH2:7][OH:8])(=[O:4])[CH:2]=[CH2:3].C(C1C=C(C)C=[C:15]([C:20](C)(C)C)[C:14]=1[OH:24])(C)(C)C.[C:25](Cl)(=[O:35])[C:26]1[CH:34]=[CH:33][C:29]([C:30](Cl)=[O:31])=[CH:28][CH:27]=1.Cl. (6) Given the product [F:25][C:26]1[CH:27]=[C:28]2[C:32](=[CH:33][CH:34]=1)[NH:31][C:30](=[O:35])/[C:29]/2=[CH:15]\[C:12]1[NH:11][C:7]2[CH2:8][CH2:9][CH2:10][N:4]([CH2:3][C@H:2]([OH:1])[CH2:18][N:19]3[CH2:20][CH2:21][O:22][CH2:23][CH2:24]3)[C:5](=[O:17])[C:6]=2[C:13]=1[CH3:14], predict the reactants needed to synthesize it. The reactants are: [OH:1][CH:2]([CH2:18][N:19]1[CH2:24][CH2:23][O:22][CH2:21][CH2:20]1)[CH2:3][N:4]1[CH2:10][CH2:9][CH2:8][C:7]2[NH:11][C:12]([CH:15]=O)=[C:13]([CH3:14])[C:6]=2[C:5]1=[O:17].[F:25][C:26]1[CH:27]=[C:28]2[C:32](=[CH:33][CH:34]=1)[NH:31][C:30](=[O:35])[CH2:29]2.N1CCCCC1.